Dataset: Reaction yield outcomes from USPTO patents with 853,638 reactions. Task: Predict the reaction yield, written as a fraction of the theoretical maximum amount of product (1.0 means a 100% yield; for example, 0.34 means a 34% yield). The reactants are [OH:1][C:2]1[CH:7]=[C:6]([C:8]([F:11])([F:10])[F:9])[CH:5]=[CH:4][C:3]=1[C:12]1[N:17]=[CH:16][N:15]=[C:14]([O:18][C:19]2[C:24]3[N:25]=[C:26]([NH:28][C:29](=[O:31])[CH3:30])[S:27][C:23]=3[CH:22]=[CH:21][CH:20]=2)[CH:13]=1.C(=O)([O-])[O-].[K+].[K+].[CH2:38](Br)[C:39]1[CH:44]=[CH:43][CH:42]=[CH:41][CH:40]=1. The catalyst is CC(C)=O. The product is [CH2:38]([O:1][C:2]1[CH:7]=[C:6]([C:8]([F:11])([F:9])[F:10])[CH:5]=[CH:4][C:3]=1[C:12]1[N:17]=[CH:16][N:15]=[C:14]([O:18][C:19]2[C:24]3[N:25]=[C:26]([NH:28][C:29](=[O:31])[CH3:30])[S:27][C:23]=3[CH:22]=[CH:21][CH:20]=2)[CH:13]=1)[C:39]1[CH:44]=[CH:43][CH:42]=[CH:41][CH:40]=1. The yield is 0.130.